From a dataset of Reaction yield outcomes from USPTO patents with 853,638 reactions. Predict the reaction yield, written as a fraction of the theoretical maximum amount of product (1.0 means a 100% yield; for example, 0.34 means a 34% yield). (1) The reactants are [C:1]([O:5][C:6](=[O:19])[NH:7][CH:8]([CH3:18])[CH2:9][C:10]1[CH:15]=[CH:14][C:13]([OH:16])=[C:12]([OH:17])[CH:11]=1)([CH3:4])([CH3:3])[CH3:2].C([O-])([O-])=O.[K+].[K+].[CH2:26]([O:28][C:29](=[O:33])[CH:30](Br)Br)[CH3:27]. The catalyst is CN(C=O)C. The product is [CH2:26]([O:28][C:29]([CH:30]1[O:16][C:13]2[CH:14]=[CH:15][C:10]([CH2:9][CH:8]([NH:7][C:6]([O:5][C:1]([CH3:4])([CH3:2])[CH3:3])=[O:19])[CH3:18])=[CH:11][C:12]=2[O:17]1)=[O:33])[CH3:27]. The yield is 0.260. (2) The catalyst is CO. The reactants are [Cl:1][C:2]1[CH:7]=[C:6]([C:8](=[O:10])[CH3:9])[CH:5]=[CH:4][N:3]=1.[BH4-].[Na+].O. The product is [Cl:1][C:2]1[CH:7]=[C:6]([CH:8]([OH:10])[CH3:9])[CH:5]=[CH:4][N:3]=1. The yield is 1.00. (3) The reactants are [CH2:1]([O:3][C:4]1([C:7]2[CH:12]=[CH:11][C:10]([C:13]#[CH:14])=[CH:9][C:8]=2[C:15]([CH3:18])([CH3:17])[CH3:16])[CH2:6][CH2:5]1)[CH3:2].[CH2:19]([O:21][C:22](=[O:30])[C:23]1[CH:28]=[CH:27][C:26](I)=[CH:25][CH:24]=1)[CH3:20]. The yield is 0.730. The product is [CH2:1]([O:3][C:4]1([C:7]2[CH:12]=[CH:11][C:10]([C:13]#[C:14][C:26]3[CH:27]=[CH:28][C:23]([C:22]([O:21][CH2:19][CH3:20])=[O:30])=[CH:24][CH:25]=3)=[CH:9][C:8]=2[C:15]([CH3:17])([CH3:16])[CH3:18])[CH2:6][CH2:5]1)[CH3:2]. The catalyst is C(N(CC)CC)C.[Cu]I.Cl[Pd](Cl)([P](C1C=CC=CC=1)(C1C=CC=CC=1)C1C=CC=CC=1)[P](C1C=CC=CC=1)(C1C=CC=CC=1)C1C=CC=CC=1. (4) The reactants are [CH3:1][C:2]1[CH:11]=[CH:10][C:9]2[C:4](=[CH:5][C:6]([CH3:12])=[CH:7][CH:8]=2)[N:3]=1.[Se](=O)=[O:14]. No catalyst specified. The product is [CH3:12][C:6]1[CH:5]=[C:4]2[C:9]([CH:10]=[CH:11][C:2]([CH:1]=[O:14])=[N:3]2)=[CH:8][CH:7]=1. The yield is 0.710. (5) The reactants are C[Si]([N-][Si](C)(C)C)(C)C.[Li+].Cl.[CH3:12][NH:13][OH:14].[F:15][C:16]1[CH:21]=[CH:20][C:19]([CH:22]([OH:39])[C:23]2[CH:28]=[N:27][C:26]([C:29]([O:31]C)=O)=[C:25]3[O:33][C:34]([CH3:38])([CH3:37])[O:35][CH2:36][C:24]=23)=[CH:18][CH:17]=1.O. The catalyst is O1CCCC1. The product is [F:15][C:16]1[CH:17]=[CH:18][C:19]([CH:22]([OH:39])[C:23]2[CH:28]=[N:27][C:26]([C:29]([N:13]([OH:14])[CH3:12])=[O:31])=[C:25]3[O:33][C:34]([CH3:38])([CH3:37])[O:35][CH2:36][C:24]=23)=[CH:20][CH:21]=1. The yield is 0.140. (6) The reactants are [CH2:1]([NH:3][CH2:4][CH2:5][CH2:6][CH2:7][OH:8])[CH3:2].[CH3:9][N:10]1[C:22]2[CH2:21][CH2:20][CH:19]([CH:23]3[CH2:28][CH2:27][O:26][CH2:25][CH2:24]3)[CH2:18][C:17]=2[C:16]2[C:11]1=[CH:12][CH:13]=[C:14]([C:29](O)=[O:30])[CH:15]=2.CCN(C(C)C)C(C)C.CN(C(ON1N=NC2C=CC=NC1=2)=[N+](C)C)C.F[P-](F)(F)(F)(F)F. The catalyst is CN(C=O)C. The product is [CH2:1]([N:3]([CH2:4][CH2:5][CH2:6][CH2:7][OH:8])[C:29]([C:14]1[CH:15]=[C:16]2[C:11](=[CH:12][CH:13]=1)[N:10]([CH3:9])[C:22]1[CH2:21][CH2:20][CH:19]([CH:23]3[CH2:28][CH2:27][O:26][CH2:25][CH2:24]3)[CH2:18][C:17]2=1)=[O:30])[CH3:2]. The yield is 0.627. (7) The reactants are [F:1][C:2]1[CH:3]=[C:4]([C:23]2[CH:28]=[CH:27][C:26]([S:29]([CH3:32])(=[O:31])=[O:30])=[CH:25][CH:24]=2)[CH:5]=[CH:6][C:7]=1[O:8][CH2:9][CH:10]1[CH2:15][CH2:14][N:13](C(OC(C)(C)C)=O)[CH2:12][CH2:11]1.[ClH:33]. The catalyst is O1CCOCC1.CCOCC. The product is [ClH:33].[F:1][C:2]1[CH:3]=[C:4]([C:23]2[CH:24]=[CH:25][C:26]([S:29]([CH3:32])(=[O:30])=[O:31])=[CH:27][CH:28]=2)[CH:5]=[CH:6][C:7]=1[O:8][CH2:9][CH:10]1[CH2:15][CH2:14][NH:13][CH2:12][CH2:11]1. The yield is 0.880.